Dataset: Catalyst prediction with 721,799 reactions and 888 catalyst types from USPTO. Task: Predict which catalyst facilitates the given reaction. (1) Reactant: [CH3:1][O:2][C:3]1[C:11]([O:12][CH3:13])=[C:10]([O:14][CH3:15])[CH:9]=[C:8]([N+:16]([O-:18])=[O:17])[C:4]=1[C:5]([OH:7])=O.[C:19](Cl)(=[O:23])[C:20](Cl)=O.[N:25]1(CO)C[CH2:28][CH2:27][CH2:26]1.C(N(CC)CC)C. Product: [N+:16]([C:8]1[CH:9]=[C:10]([O:14][CH3:15])[C:11]([O:12][CH3:13])=[C:3]([O:2][CH3:1])[C:4]=1[C:5]([N:25]1[CH2:26][CH2:27][CH2:28][CH:20]1[CH2:19][OH:23])=[O:7])([O-:18])=[O:17]. The catalyst class is: 3. (2) Reactant: [CH3:1][C:2]1[CH:12]=[CH:11][C:5]2[CH:6]=[C:7]([C:9]#[N:10])[O:8][C:4]=2[CH:3]=1.C1C(=O)N([Br:20])C(=O)C1. Product: [Br:20][CH2:1][C:2]1[CH:12]=[CH:11][C:5]2[CH:6]=[C:7]([C:9]#[N:10])[O:8][C:4]=2[CH:3]=1. The catalyst class is: 53. (3) Reactant: [N:1]1([C:6]2[CH:11]=[CH:10][C:9]([C:12]3[N:17]=[C:16]([C:18]([Cl:21])([Cl:20])[Cl:19])[N:15]=[C:14]([N:22]4[CH2:27][CH:26]5[CH2:28][CH2:29][CH:23]4[CH2:24][N:25]5C(OC(C)(C)C)=O)[N:13]=3)=[CH:8][CH:7]=2)[CH2:5][CH2:4][CH2:3][CH2:2]1.Cl.O1CCOCC1. Product: [ClH:19].[N:1]1([C:6]2[CH:7]=[CH:8][C:9]([C:12]3[N:17]=[C:16]([C:18]([Cl:20])([Cl:19])[Cl:21])[N:15]=[C:14]([N:22]4[CH2:27][CH:26]5[CH2:28][CH2:29][CH:23]4[CH2:24][NH:25]5)[N:13]=3)=[CH:10][CH:11]=2)[CH2:5][CH2:4][CH2:3][CH2:2]1. The catalyst class is: 22.